Dataset: Forward reaction prediction with 1.9M reactions from USPTO patents (1976-2016). Task: Predict the product of the given reaction. Given the reactants Cl[CH2:2][C:3]([C:5]1[CH:10]=[C:9]([Cl:11])[CH:8]=[CH:7][C:6]=1[OH:12])=[O:4].C([O-])(=O)C.[Na+], predict the reaction product. The product is: [Cl:11][C:9]1[CH:8]=[CH:7][C:6]2[O:12][CH2:2][C:3](=[O:4])[C:5]=2[CH:10]=1.